This data is from Catalyst prediction with 721,799 reactions and 888 catalyst types from USPTO. The task is: Predict which catalyst facilitates the given reaction. (1) Reactant: [CH2:1]([N:8]1[CH2:13][CH2:12][C:11](=[O:14])[CH2:10][CH2:9]1)[C:2]1[CH:7]=[CH:6][CH:5]=[CH:4][CH:3]=1.[N+](=[CH:17][C:18]([O:20][CH2:21][CH3:22])=[O:19])=[N-].C(=O)(O)[O-].[Na+]. The catalyst class is: 7. Product: [CH2:1]([N:8]1[CH2:9][CH2:10][C:11](=[O:14])[CH:17]([C:18]([O:20][CH2:21][CH3:22])=[O:19])[CH2:12][CH2:13]1)[C:2]1[CH:7]=[CH:6][CH:5]=[CH:4][CH:3]=1. (2) Reactant: [N+:1]([C:4]1[CH:5]=[C:6]([CH:9]=[CH:10][CH:11]=1)[CH:7]=O)([O-:3])=[O:2].[OH:12][NH2:13].Cl.C([O-])([O-])=O.[Na+].[Na+]. Product: [OH:12][N:13]=[CH:7][C:6]1[CH:9]=[CH:10][CH:11]=[C:4]([N+:1]([O-:3])=[O:2])[CH:5]=1. The catalyst class is: 40.